Dataset: Full USPTO retrosynthesis dataset with 1.9M reactions from patents (1976-2016). Task: Predict the reactants needed to synthesize the given product. Given the product [C:18]([O:22][C:23](=[O:35])[NH:24][C:25]1[CH:30]=[C:29]([CH3:31])[C:28]([CH2:32][NH:33][C:13]([C:11]2[N:10]=[N:9][N:8]([CH2:7][C:6]3[CH:5]=[CH:4][C:3]([CH2:2][OH:1])=[CH:17][CH:16]=3)[CH:12]=2)=[O:15])=[C:27]([CH3:34])[N:26]=1)([CH3:21])([CH3:20])[CH3:19], predict the reactants needed to synthesize it. The reactants are: [OH:1][CH2:2][C:3]1[CH:17]=[CH:16][C:6]([CH2:7][N:8]2[CH:12]=[C:11]([C:13]([OH:15])=O)[N:10]=[N:9]2)=[CH:5][CH:4]=1.[C:18]([O:22][C:23](=[O:35])[NH:24][C:25]1[CH:30]=[C:29]([CH3:31])[C:28]([CH2:32][NH2:33])=[C:27]([CH3:34])[N:26]=1)([CH3:21])([CH3:20])[CH3:19].CN(C(ON1N=NC2C=CC=NC1=2)=[N+](C)C)C.F[P-](F)(F)(F)(F)F.CCN(C(C)C)C(C)C.